Dataset: Forward reaction prediction with 1.9M reactions from USPTO patents (1976-2016). Task: Predict the product of the given reaction. (1) Given the reactants [CH3:1][C:2]1[CH:7]=[CH:6][C:5]([S:8]([O-:11])(=[O:10])=[O:9])=[CH:4][CH:3]=1.[CH3:12][N+:13]1[C:17]2[CH:18]=[CH:19][CH:20]=[CH:21][C:16]=2[S:15][C:14]=1SC.[Br-].NCC[CH2:28][N+:29]1[C:38]2[C:33](=[CH:34][CH:35]=[CH:36][CH:37]=2)[C:32]([CH3:39])=[CH:31][CH:30]=1.C(O)C.C(N(CC)CC)C, predict the reaction product. The product is: [CH3:1][C:2]1[CH:3]=[CH:4][C:5]([S:8]([O-:11])(=[O:10])=[O:9])=[CH:6][CH:7]=1.[CH3:12][N:13]1[C:17]2[C:16]([S:15]/[C:14]/1=[CH:39]\[C:32]1[C:33]3[C:38](=[CH:37][CH:36]=[CH:35][CH:34]=3)[N+:29]([CH3:28])=[CH:30][CH:31]=1)=[CH:21][CH:20]=[CH:19][CH:18]=2. (2) Given the reactants [CH3:1][C:2]1[CH:3]=[C:4]([CH:19]=[C:20]2[CH2:25][CH2:24][C:23](=O)[CH2:22][CH2:21]2)[CH:5]=[C:6]([O:8][C:9]2[CH:14]=[CH:13][C:12]([C:15]([F:18])([F:17])[F:16])=[CH:11][N:10]=2)[CH:7]=1.[NH3:27].C(O)C.[BH4-].[Na+], predict the reaction product. The product is: [CH3:1][C:2]1[CH:3]=[C:4]([CH:19]=[C:20]2[CH2:25][CH2:24][CH:23]([NH2:27])[CH2:22][CH2:21]2)[CH:5]=[C:6]([O:8][C:9]2[CH:14]=[CH:13][C:12]([C:15]([F:18])([F:17])[F:16])=[CH:11][N:10]=2)[CH:7]=1. (3) Given the reactants [OH:1][C:2]1[C:9]([O:10][CH3:11])=[CH:8][CH:7]=[CH:6][C:3]=1[CH:4]=[O:5].C(N(CC)C(C)C)(C)C.[CH3:21][O:22][CH2:23]Cl, predict the reaction product. The product is: [CH3:11][O:10][C:9]1[C:2]([O:1][CH2:21][O:22][CH3:23])=[C:3]([CH:6]=[CH:7][CH:8]=1)[CH:4]=[O:5]. (4) Given the reactants [C:1]1([CH2:7][CH2:8][CH2:9][CH2:10][CH2:11][CH2:12][CH2:13][NH:14][C:15](=[O:40])[C:16]2[CH:21]=[C:20]([C:22]3[CH:27]=[CH:26][CH:25]=[C:24]([CH3:28])[CH:23]=3)[C:19]([O:29]COC)=[C:18]([C:33]3[CH:38]=[CH:37][CH:36]=[C:35]([CH3:39])[CH:34]=3)[CH:17]=2)[CH:6]=[CH:5][CH:4]=[CH:3][CH:2]=1.Cl.C12(CS(O)(=O)=O)C(C)(C)C(CC1)CC2=O, predict the reaction product. The product is: [C:1]1([CH2:7][CH2:8][CH2:9][CH2:10][CH2:11][CH2:12][CH2:13][NH:14][C:15]([C:16]2[CH:21]=[C:20]([C:22]3[CH:27]=[CH:26][CH:25]=[C:24]([CH3:28])[CH:23]=3)[C:19]([OH:29])=[C:18]([C:33]3[CH:38]=[CH:37][CH:36]=[C:35]([CH3:39])[CH:34]=3)[CH:17]=2)=[O:40])[CH:6]=[CH:5][CH:4]=[CH:3][CH:2]=1.